The task is: Predict the product of the given reaction.. This data is from Forward reaction prediction with 1.9M reactions from USPTO patents (1976-2016). (1) Given the reactants Br[CH2:2][C:3]1[CH:12]=[CH:11][C:6]([C:7]([O:9][CH3:10])=[O:8])=[CH:5][CH:4]=1.[P:13]([O:18]C)([O:16][CH3:17])[O:14][CH3:15], predict the reaction product. The product is: [CH3:15][O:14][P:13]([CH2:2][C:3]1[CH:12]=[CH:11][C:6]([C:7]([O:9][CH3:10])=[O:8])=[CH:5][CH:4]=1)([O:16][CH3:17])=[O:18]. (2) Given the reactants [CH3:1][S:2](Cl)(=[O:4])=[O:3].[Cl:6][C:7]1[CH:8]=[C:9]([CH:30]=[CH:31][C:32]=1[F:33])[NH:10][C:11]1[C:20]2[C:15](=[CH:16][C:17]([O:28][CH3:29])=[CH:18][C:19]=2[O:21][CH:22]2[CH2:27][CH2:26][NH:25][CH2:24][CH2:23]2)[N:14]=[CH:13][N:12]=1.C(N(CC)CC)C, predict the reaction product. The product is: [Cl:6][C:7]1[CH:8]=[C:9]([CH:30]=[CH:31][C:32]=1[F:33])[NH:10][C:11]1[C:20]2[C:15](=[CH:16][C:17]([O:28][CH3:29])=[CH:18][C:19]=2[O:21][CH:22]2[CH2:23][CH2:24][N:25]([S:2]([CH3:1])(=[O:4])=[O:3])[CH2:26][CH2:27]2)[N:14]=[CH:13][N:12]=1. (3) Given the reactants [F:1][C:2]1[CH:7]=[CH:6][C:5]([C:8]2[C:9]([NH2:19])=[N:10][NH:11][C:12]=2[C:13]2[CH:18]=[CH:17][N:16]=[CH:15][CH:14]=2)=[CH:4][CH:3]=1.[CH3:20][S:21](Cl)(=[O:23])=[O:22], predict the reaction product. The product is: [F:1][C:2]1[CH:3]=[CH:4][C:5]([C:8]2[C:9]([NH:19][S:21]([CH3:20])(=[O:23])=[O:22])=[N:10][NH:11][C:12]=2[C:13]2[CH:18]=[CH:17][N:16]=[CH:15][CH:14]=2)=[CH:6][CH:7]=1. (4) The product is: [CH:1]1([CH2:7][C:8]2[N+:9]([O-:46])=[C:10]([C:27](=[O:28])[NH:29][C@H:30]3[CH2:31][C@H:32]([C:34]([O:36][CH3:37])=[O:35])[CH2:33]3)[S:11][C:12]=2[C:13]2[CH:18]=[C:17]([C:19]([CH3:20])([CH3:21])[CH3:22])[N:16]=[C:15]([C:23]([CH3:26])([CH3:24])[CH3:25])[CH:14]=2)[CH2:6][CH2:5][CH2:4][CH2:3][CH2:2]1. Given the reactants [CH:1]1([CH2:7][C:8]2[N:9]=[C:10]([C:27]([NH:29][C@H:30]3[CH2:33][C@H:32]([C:34]([O:36][CH3:37])=[O:35])[CH2:31]3)=[O:28])[S:11][C:12]=2[C:13]2[CH:18]=[C:17]([C:19]([CH3:22])([CH3:21])[CH3:20])[N:16]=[C:15]([C:23]([CH3:26])([CH3:25])[CH3:24])[CH:14]=2)[CH2:6][CH2:5][CH2:4][CH2:3][CH2:2]1.C1C=C(Cl)C=C(C(OO)=[O:46])C=1, predict the reaction product. (5) Given the reactants [NH2:1][CH2:2][C:3]1(O)[C:15]2[C:10](=[C:11]([CH3:19])[C:12]([CH3:18])=[C:13]([OH:17])[C:14]=2[CH3:16])[O:9][C:5]2([CH2:8][CH2:7][CH2:6]2)[CH2:4]1.[BH4-].[Na+].O, predict the reaction product. The product is: [NH2:1][CH2:2][C:3]1[C:15]2[C:10](=[C:11]([CH3:19])[C:12]([CH3:18])=[C:13]([OH:17])[C:14]=2[CH3:16])[O:9][C:5]2([CH2:6][CH2:7][CH2:8]2)[CH:4]=1.